Predict the product of the given reaction. From a dataset of Forward reaction prediction with 1.9M reactions from USPTO patents (1976-2016). (1) Given the reactants [Cl:1][C:2]1[CH:7]=[CH:6][C:5]([C@H:8]2[C@H:12]([NH:13][CH3:14])[CH2:11][N:10]([C:15]([CH:17]3[CH2:22][CH2:21][N:20]([C:23]([C:25]4([CH3:28])[CH2:27][CH2:26]4)=[O:24])[CH2:19][CH2:18]3)=[O:16])[CH2:9]2)=[CH:4][CH:3]=1.Cl[C:30]([O:32][CH2:33][CH2:34][CH3:35])=[O:31], predict the reaction product. The product is: [CH2:33]([O:32][C:30](=[O:31])[N:13]([C@H:12]1[C@H:8]([C:5]2[CH:6]=[CH:7][C:2]([Cl:1])=[CH:3][CH:4]=2)[CH2:9][N:10]([C:15]([CH:17]2[CH2:22][CH2:21][N:20]([C:23]([C:25]3([CH3:28])[CH2:27][CH2:26]3)=[O:24])[CH2:19][CH2:18]2)=[O:16])[CH2:11]1)[CH3:14])[CH2:34][CH3:35]. (2) Given the reactants [C:1]([C:4]1[C:22](=[O:23])[C@@:8]2([CH3:24])[C:9]3[C:15]([OH:16])=[CH:14][C:13]([O:17][CH3:18])=[C:12]([C:19]([NH2:21])=[O:20])[C:10]=3[O:11][C:7]2=[CH:6][C:5]=1[OH:25])(=[O:3])[CH3:2].[CH:26]1([C:29]([C:31]2[CH:32]=[C:33]([CH:41]=O)[C:34]3[C:39]([CH:40]=2)=[CH:38][CH:37]=[CH:36][CH:35]=3)=[O:30])[CH2:28][CH2:27]1.C([SiH](CC)CC)C.FC(F)(F)C(O)=O, predict the reaction product. The product is: [C:1]([C:4]1[C:22](=[O:23])[C@@:8]2([CH3:24])[C:9]3[C:15]([OH:16])=[CH:14][C:13]([O:17][CH3:18])=[C:12]([C:19]([NH:21][CH2:41][C:33]4[C:34]5[C:39](=[CH:38][CH:37]=[CH:36][CH:35]=5)[CH:40]=[C:31]([C:29]([CH:26]5[CH2:28][CH2:27]5)=[O:30])[CH:32]=4)=[O:20])[C:10]=3[O:11][C:7]2=[CH:6][C:5]=1[OH:25])(=[O:3])[CH3:2]. (3) The product is: [N:1]1[C:2]2[CH2:7][CH2:6][CH2:5][C:4](=[O:8])[C:3]=2[CH:14]=[CH:13][CH:12]=1. Given the reactants [NH2:1][C:2]1[CH2:7][CH2:6][CH2:5][C:4](=[O:8])[CH:3]=1.C(O[CH:12](OCC)[CH2:13][CH:14](OCC)OCC)C.C1(C)C=CC(S(O)(=O)=O)=CC=1, predict the reaction product.